This data is from Forward reaction prediction with 1.9M reactions from USPTO patents (1976-2016). The task is: Predict the product of the given reaction. (1) Given the reactants Br[C:2]1[CH:7]=[CH:6][C:5]([N:8]2[CH2:12][CH2:11][C@@H:10]3[CH2:13][N:14]([CH3:16])[CH2:15][C@H:9]23)=[CH:4][CH:3]=1.[CH3:17][C:18]1[C:22](B2OC(C)(C)C(C)(C)O2)=[C:21]([CH3:32])[NH:20][N:19]=1.C([C:35]1[CH:40]=[CH:39][C:38](B(O)O)=[CH:37][CH:36]=1)#N, predict the reaction product. The product is: [CH3:32][C:21]1[C:22]([C:35]2[CH:40]=[CH:39][C:38]([C:2]3[CH:7]=[CH:6][C:5]([N:8]4[CH2:12][CH2:11][CH:10]5[CH2:13][N:14]([CH3:16])[CH2:15][CH:9]45)=[CH:4][CH:3]=3)=[CH:37][CH:36]=2)=[C:18]([CH3:17])[NH:19][N:20]=1. (2) Given the reactants Cl[C:2]1[N:10]=[C:9]2[C:5]([N:6]([CH:11]([C:13]3[CH:18]=[CH:17][C:16]([Cl:19])=[CH:15][CH:14]=3)[CH3:12])[CH:7]=[N:8]2)=[C:4]([NH:20][C@@H:21]([CH:23]2[CH2:25][CH2:24]2)[CH3:22])[N:3]=1.C[C:27]([N:29](C)C)=O, predict the reaction product. The product is: [Cl:19][C:16]1[CH:15]=[CH:14][C:13]([CH:11]([N:6]2[C:5]3[C:9](=[N:10][C:2]([C:27]#[N:29])=[N:3][C:4]=3[NH:20][C@@H:21]([CH:23]3[CH2:25][CH2:24]3)[CH3:22])[N:8]=[CH:7]2)[CH3:12])=[CH:18][CH:17]=1.